The task is: Predict which catalyst facilitates the given reaction.. This data is from Catalyst prediction with 721,799 reactions and 888 catalyst types from USPTO. (1) Reactant: [Cl:1][C:2]1[CH:7]=[CH:6][C:5]([C:8]2[CH:9]=[C:10]([C:20](O)=[O:21])[N:11]=[N:12][C:13]=2[O:14][CH2:15][C:16]([F:19])([F:18])[F:17])=[CH:4][CH:3]=1.ClC(N(C)C)=C(C)C.[NH2:31][C@@H:32]1[CH2:37][CH2:36][CH2:35][CH2:34][C@H:33]1[OH:38].C(N(CC)C(C)C)(C)C. Product: [OH:38][C@@H:33]1[CH2:34][CH2:35][CH2:36][CH2:37][C@H:32]1[NH:31][C:20]([C:10]1[N:11]=[N:12][C:13]([O:14][CH2:15][C:16]([F:18])([F:19])[F:17])=[C:8]([C:5]2[CH:6]=[CH:7][C:2]([Cl:1])=[CH:3][CH:4]=2)[CH:9]=1)=[O:21]. The catalyst class is: 120. (2) Reactant: Br[CH2:2][C:3]1[CH:8]=[CH:7][C:6]([S:9]([N:12]([C:17]2[CH:22]=[CH:21][C:20]([CH3:23])=[CH:19][C:18]=2[CH3:24])[CH2:13][CH:14]([CH3:16])[CH3:15])(=[O:11])=[O:10])=[CH:5][CH:4]=1.[H-].[Na+].[CH3:27][OH:28]. Product: [CH3:24][C:18]1[CH:19]=[C:20]([CH3:23])[CH:21]=[CH:22][C:17]=1[N:12]([CH2:13][CH:14]([CH3:16])[CH3:15])[S:9]([C:6]1[CH:7]=[CH:8][C:3]([CH2:2][O:28][C:27]2[CH:18]=[CH:17][N:12]=[CH:13][CH:14]=2)=[CH:4][CH:5]=1)(=[O:11])=[O:10]. The catalyst class is: 504. (3) Product: [CH:23]1([CH:22]=[C:21]([C:11]2[NH:10][C:14]3=[N:15][CH:16]=[C:17]([O:19][CH3:20])[CH:18]=[C:13]3[CH:12]=2)[C:29]2[CH:34]=[CH:33][C:32]([S:35]([CH3:38])(=[O:37])=[O:36])=[CH:31][CH:30]=2)[CH2:28][CH2:27][CH2:26][CH2:25][CH2:24]1. Reactant: C1(S([N:10]2[C:14]3=[N:15][CH:16]=[C:17]([O:19][CH3:20])[CH:18]=[C:13]3[CH:12]=[C:11]2[C:21]([C:29]2[CH:34]=[CH:33][C:32]([S:35]([CH3:38])(=[O:37])=[O:36])=[CH:31][CH:30]=2)=[CH:22][CH:23]2[CH2:28][CH2:27][CH2:26][CH2:25][CH2:24]2)(=O)=O)C=CC=CC=1.[F-].C([N+](CCCC)(CCCC)CCCC)CCC. The catalyst class is: 54. (4) Reactant: [OH:1][C:2]1[CH:7]=[CH:6][C:5]([CH2:8][CH2:9][C:10]([O:12][CH2:13][CH3:14])=[O:11])=[CH:4][C:3]=1[O:15][CH3:16].CS(O[CH2:22][CH2:23][F:24])(=O)=O.C(=O)([O-])[O-].[K+].[K+].C(#N)C. Product: [F:24][CH2:23][CH2:22][O:1][C:2]1[CH:7]=[CH:6][C:5]([CH2:8][CH2:9][C:10]([O:12][CH2:13][CH3:14])=[O:11])=[CH:4][C:3]=1[O:15][CH3:16]. The catalyst class is: 6. (5) Reactant: CC(C)([O-])C.[K+].[CH3:7][O:8][C:9]1[CH:10]=[C:11]2[C:16](=[C:17]3[CH2:21][C:20]([CH3:23])([CH3:22])[O:19][C:18]=13)[C:15]([C:24]1[CH:25]=[C:26]([OH:30])[CH:27]=[CH:28][CH:29]=1)=[N:14][C:13]([CH3:32])([CH3:31])[CH2:12]2.Br[CH2:34][C:35]([NH2:37])=[O:36].O. Product: [CH3:7][O:8][C:9]1[CH:10]=[C:11]2[C:16](=[C:17]3[CH2:21][C:20]([CH3:23])([CH3:22])[O:19][C:18]=13)[C:15]([C:24]1[CH:25]=[C:26]([CH:27]=[CH:28][CH:29]=1)[O:30][CH2:34][C:35]([NH2:37])=[O:36])=[N:14][C:13]([CH3:32])([CH3:31])[CH2:12]2. The catalyst class is: 9. (6) Reactant: C([NH:5][S:6]([C:9]1[CH:10]=[C:11]([C:15]2[CH:20]=[CH:19][CH:18]=[C:17]([C:21]3[N:26]=[C:25]([C:27]4[CH:32]=[CH:31][C:30]([F:33])=[CH:29][CH:28]=4)[CH:24]=[C:23]([C:34]([F:37])([F:36])[F:35])[N:22]=3)[CH:16]=2)[CH:12]=[CH:13][CH:14]=1)(=[O:8])=[O:7])(C)(C)C.C(O)(C(F)(F)F)=O. Product: [F:33][C:30]1[CH:31]=[CH:32][C:27]([C:25]2[CH:24]=[C:23]([C:34]([F:36])([F:35])[F:37])[N:22]=[C:21]([C:17]3[CH:16]=[C:15]([C:11]4[CH:12]=[CH:13][CH:14]=[C:9]([S:6]([NH2:5])(=[O:8])=[O:7])[CH:10]=4)[CH:20]=[CH:19][CH:18]=3)[N:26]=2)=[CH:28][CH:29]=1. The catalyst class is: 4. (7) Reactant: C(=O)([O-])[O-].[CH:5]1[C:10](N=C=S)=[CH:9][C:8]2[C:14]([O:16][C:17]3([C:27]4[CH:28]=[CH:29][C:30]([OH:32])=[CH:31][C:26]=4[O:25][C:19]4[CH:20]=[C:21]([OH:24])[CH:22]=[CH:23][C:18]3=4)[C:7]=2[CH:6]=1)=[O:15].C1(=O)OC(=O)CC1. The catalyst class is: 374. Product: [CH:5]1[CH:10]=[CH:9][C:8]([C:14]([OH:16])=[O:15])=[C:7]([C:17]2[C:18]3[CH:23]=[CH:22][C:21]([OH:24])=[CH:20][C:19]=3[O:25][C:26]3[C:27]=2[CH:28]=[CH:29][C:30]([CH:31]=3)=[O:32])[CH:6]=1.